This data is from Catalyst prediction with 721,799 reactions and 888 catalyst types from USPTO. The task is: Predict which catalyst facilitates the given reaction. (1) Product: [CH2:1]([N:3]([CH3:4])[CH2:10][CH2:11][CH2:12][N:13]([CH3:14])[C:15](=[O:16])[O:17][CH:18]([CH2:37][CH2:38][CH2:39][CH2:40][CH2:41][CH2:42][CH2:43][CH2:44]/[CH:45]=[CH:46]\[CH2:47]/[CH:48]=[CH:49]\[CH2:50][CH2:51][CH2:52][CH2:53][CH3:54])[CH2:19][CH2:20][CH2:21][CH2:22][CH2:23][CH2:24][CH2:25][CH2:26]/[CH:27]=[CH:28]\[CH2:29]/[CH:30]=[CH:31]\[CH2:32][CH2:33][CH2:34][CH2:35][CH3:36])[CH3:2]. The catalyst class is: 271. Reactant: [CH2:1]([NH:3][CH3:4])[CH3:2].CS(O[CH2:10][CH2:11][CH2:12][N:13]([C:15]([O:17][CH:18]([CH2:37][CH2:38][CH2:39][CH2:40][CH2:41][CH2:42][CH2:43][CH2:44]/[CH:45]=[CH:46]\[CH2:47]/[CH:48]=[CH:49]\[CH2:50][CH2:51][CH2:52][CH2:53][CH3:54])[CH2:19][CH2:20][CH2:21][CH2:22][CH2:23][CH2:24][CH2:25][CH2:26]/[CH:27]=[CH:28]\[CH2:29]/[CH:30]=[CH:31]\[CH2:32][CH2:33][CH2:34][CH2:35][CH3:36])=[O:16])[CH3:14])(=O)=O. (2) Reactant: C1(S([N:10]2[C:14]3=[N:15][CH:16]=[C:17]([C:19]4[S:20][CH:21]=[CH:22][CH:23]=4)[CH:18]=[C:13]3[C:12]([C:24]3[CH:28]=[CH:27][O:26][CH:25]=3)=[CH:11]2)(=O)=O)C=CC=CC=1.[OH-].[Na+]. Product: [O:26]1[CH:27]=[CH:28][C:24]([C:12]2[C:13]3[C:14](=[N:15][CH:16]=[C:17]([C:19]4[S:20][CH:21]=[CH:22][CH:23]=4)[CH:18]=3)[NH:10][CH:11]=2)=[CH:25]1. The catalyst class is: 88. (3) Reactant: F[C:2]1[CH:7]=[CH:6][C:5]([NH:8]C(=O)OC(C)(C)C)=[C:4]([NH:16][C:17]2[N:22]=[C:21]([S:23][C:24]#[N:25])[C:20]([N+:26]([O-:28])=[O:27])=[CH:19][N:18]=2)[CH:3]=1.[C:29]([OH:35])([C:31]([F:34])([F:33])[F:32])=[O:30]. The catalyst class is: 2. Product: [F:32][C:7]1[CH:6]=[C:5]([NH2:8])[C:4]([NH:16][C:17]2[N:22]=[C:21]([S:23][C:24]#[N:25])[C:20]([N+:26]([O-:28])=[O:27])=[CH:19][N:18]=2)=[CH:3][CH:2]=1.[C:29]([OH:35])([C:31]([F:34])([F:33])[F:32])=[O:30]. (4) Reactant: [Cl:1][C:2]1[CH:13]=[C:12](F)[C:11]([F:15])=[CH:10][C:3]=1[C:4]([O:6][CH2:7][C:8]#[CH:9])=[O:5].[CH2:16]([OH:19])[C:17]#[CH:18].[H-].[Na+].Cl. Product: [Cl:1][C:2]1[CH:13]=[C:12]([O:19][CH2:16][C:17]#[CH:18])[C:11]([F:15])=[CH:10][C:3]=1[C:4]([O:6][CH2:7][C:8]#[CH:9])=[O:5]. The catalyst class is: 3.